Dataset: Reaction yield outcomes from USPTO patents with 853,638 reactions. Task: Predict the reaction yield, written as a fraction of the theoretical maximum amount of product (1.0 means a 100% yield; for example, 0.34 means a 34% yield). (1) The reactants are O.[OH-].[Li+].C[O:5][C:6](=[O:28])[C:7]1[CH:12]=[CH:11][C:10]([CH2:13][C:14]([N:16]2[CH2:21][CH2:20][N:19]([CH2:22][CH:23]3[CH2:26][CH2:25][CH2:24]3)[CH2:18][CH2:17]2)=[O:15])=[C:9]([CH3:27])[CH:8]=1. The yield is 0.630. The product is [CH:23]1([CH2:22][N:19]2[CH2:18][CH2:17][N:16]([C:14](=[O:15])[CH2:13][C:10]3[CH:11]=[CH:12][C:7]([C:6]([OH:28])=[O:5])=[CH:8][C:9]=3[CH3:27])[CH2:21][CH2:20]2)[CH2:26][CH2:25][CH2:24]1. The catalyst is C1COCC1.O. (2) The reactants are [F:1][C:2]1[CH:3]=[C:4]([C@@H:12]([OH:16])[CH2:13][NH:14][CH3:15])[CH:5]=[CH:6][C:7]=1[C:8]([F:11])([F:10])[F:9].C1COCC1.O.[CH3:35][C:34]([O:33][C:31](O[C:31]([O:33][C:34]([CH3:37])([CH3:36])[CH3:35])=[O:32])=[O:32])([CH3:37])[CH3:36].C([O-])([O-])=O.[K+].[K+]. The catalyst is O.C1COCC1. The product is [F:1][C:2]1[CH:3]=[C:4]([C@@H:12]([OH:16])[CH2:13][N:14]([CH3:15])[C:31](=[O:32])[O:33][C:34]([CH3:35])([CH3:36])[CH3:37])[CH:5]=[CH:6][C:7]=1[C:8]([F:11])([F:10])[F:9]. The yield is 0.790.